From a dataset of Forward reaction prediction with 1.9M reactions from USPTO patents (1976-2016). Predict the product of the given reaction. (1) Given the reactants [NH2:1][C:2]1[N:7]=[C:6]([C:8]2[CH:13]=[CH:12][C:11]([Si](C)(C)C)=[C:10]([F:18])[C:9]=2[F:19])[N:5]=[C:4]([C:20]([O:22][CH3:23])=[O:21])[C:3]=1[O:24][CH3:25].[Br:26]Br.S(=O)(O)[O-].[Na+], predict the reaction product. The product is: [NH2:1][C:2]1[N:7]=[C:6]([C:8]2[CH:13]=[CH:12][C:11]([Br:26])=[C:10]([F:18])[C:9]=2[F:19])[N:5]=[C:4]([C:20]([O:22][CH3:23])=[O:21])[C:3]=1[O:24][CH3:25]. (2) Given the reactants CS(O[CH2:6][CH2:7][C:8]1[CH:13]=[CH:12][C:11]([NH:14][C:15]2[N:24]=[CH:23][C:22]3[CH2:21][C@@H:20]([C:25]4[CH:30]=[CH:29][C:28]([Cl:31])=[C:27]([Cl:32])[CH:26]=4)[C:19]4[CH:33]=[CH:34][CH:35]=[CH:36][C:18]=4[C:17]=3[N:16]=2)=[CH:10][CH:9]=1)(=O)=O.[CH3:37][NH:38][CH2:39][CH2:40][CH2:41][CH3:42], predict the reaction product. The product is: [ClH:31].[CH2:39]([N:38]([CH3:37])[CH2:6][CH2:7][C:8]1[CH:13]=[CH:12][C:11]([NH:14][C:15]2[N:24]=[CH:23][C:22]3[CH2:21][C@@H:20]([C:25]4[CH:30]=[CH:29][C:28]([Cl:31])=[C:27]([Cl:32])[CH:26]=4)[C:19]4[CH:33]=[CH:34][CH:35]=[CH:36][C:18]=4[C:17]=3[N:16]=2)=[CH:10][CH:9]=1)[CH2:40][CH2:41][CH3:42].